From a dataset of Full USPTO retrosynthesis dataset with 1.9M reactions from patents (1976-2016). Predict the reactants needed to synthesize the given product. (1) Given the product [CH3:1][C:2]1[O:6][N:5]=[C:4]([CH2:7][O:8][C:9]2[CH:14]=[CH:13][C:12]([NH2:15])=[CH:11][CH:10]=2)[N:3]=1, predict the reactants needed to synthesize it. The reactants are: [CH3:1][C:2]1[O:6][N:5]=[C:4]([CH2:7][O:8][C:9]2[CH:14]=[CH:13][C:12]([N+:15]([O-])=O)=[CH:11][CH:10]=2)[N:3]=1.S(=O)(O)[O-].[Na+].C(=O)(O)[O-].[Na+].C([O-])([O-])=O.[K+].[K+]. (2) The reactants are: N[C:2]1[CH:6]=[CH:5][NH:4][N:3]=1.ClC(O[CH2:11][C:12]1C=CC=[CH:14][CH:13]=1)=O.[C:18](=O)([O-:20])[O-:19].[K+].[K+].CO. Given the product [CH2:5]([NH:4][C:18](=[O:19])[OH:20])[C:6]1[CH:2]=[CH:14][CH:13]=[CH:12][CH:11]=1.[NH:3]1[CH:2]=[CH:6][CH:5]=[N:4]1, predict the reactants needed to synthesize it.